Dataset: Catalyst prediction with 721,799 reactions and 888 catalyst types from USPTO. Task: Predict which catalyst facilitates the given reaction. (1) Reactant: [O:1]=[C:2]1[N:6]([C:7]2[CH:12]=[CH:11][C:10]([N:13]3[CH2:18][CH2:17][O:16][CH2:15][C:14]3=[O:19])=[CH:9][CH:8]=2)[CH2:5][C@H:4]([CH2:20][N:21]2[C:29](=[O:30])[C:28]3[C:23](=[CH:24][CH:25]=[CH:26][CH:27]=3)[C:22]2=[O:31])[O:3]1.[S-2].[Na+].[Na+].[SH-].[SH-].[Na+].S.[OH2:39]. Product: [O:1]=[C:2]1[N:6]([C:7]2[CH:12]=[CH:11][C:10]([N:13]3[CH2:18][CH2:17][O:16][CH2:15][C:14]3=[O:19])=[CH:9][CH:8]=2)[CH2:5][C@H:4]([CH2:20][NH:21][C:29]([C:28]2[CH:27]=[CH:26][CH:25]=[CH:24][C:23]=2[C:22]([OH:39])=[O:31])=[O:30])[O:3]1. The catalyst class is: 10. (2) Reactant: [Cl:1][C:2]1[CH:3]=[CH:4][C:5]([O:22][CH2:23][C:24]2[CH:29]=[CH:28][C:27]([Cl:30])=[CH:26][C:25]=2[F:31])=[C:6]([CH:21]=1)[CH2:7][N:8]1[C:17]2[CH:16]=[CH:15][CH:14]=[C:13]([C:18](O)=[O:19])[C:12]=2[CH2:11][CH2:10][CH2:9]1.C1CCN2C(=NCCC2)CC1.[CH3:43][S:44]([NH2:47])(=[O:46])=[O:45]. Product: [Cl:1][C:2]1[CH:3]=[CH:4][C:5]([O:22][CH2:23][C:24]2[CH:29]=[CH:28][C:27]([Cl:30])=[CH:26][C:25]=2[F:31])=[C:6]([CH:21]=1)[CH2:7][N:8]1[C:17]2[CH:16]=[CH:15][CH:14]=[C:13]([C:18]([NH:47][S:44]([CH3:43])(=[O:46])=[O:45])=[O:19])[C:12]=2[CH2:11][CH2:10][CH2:9]1. The catalyst class is: 2. (3) Reactant: [NH2:1][C:2]1[N:3]([CH3:26])[C:4](=[O:25])[C:5]2([C:15]3[C:10](=[CH:11][CH:12]=[C:13](Br)[CH:14]=3)[O:9][CH:8]([C:17]3[CH:22]=[CH:21][CH:20]=[C:19]([O:23][CH3:24])[CH:18]=3)[CH2:7]2)[N:6]=1.[C:27]([C:29]1[CH:34]=[CH:33][C:32](B(O)O)=[CH:31][CH:30]=1)#[N:28]. Product: [NH2:1][C:2]1[N:3]([CH3:26])[C:4](=[O:25])[C:5]2([C:15]3[C:10](=[CH:11][CH:12]=[C:13]([C:31]4[CH:30]=[C:29]([CH:34]=[CH:33][CH:32]=4)[C:27]#[N:28])[CH:14]=3)[O:9][CH:8]([C:17]3[CH:22]=[CH:21][CH:20]=[C:19]([O:23][CH3:24])[CH:18]=3)[CH2:7]2)[N:6]=1. The catalyst class is: 806. (4) Reactant: [Cl:1][C:2]1[C:3]([N:8]2[CH:12]=[C:11]([C:13](=[O:24])[CH2:14][N:15]3[N:19]=[N:18][C:17]([C:20]([F:23])([F:22])[F:21])=[N:16]3)[CH:10]=[C:9]2[C:25]([O:27]C)=[O:26])=[N:4][CH:5]=[CH:6][CH:7]=1.[OH-].[Na+]. Product: [Cl:1][C:2]1[C:3]([N:8]2[CH:12]=[C:11]([C:13](=[O:24])[CH2:14][N:15]3[N:19]=[N:18][C:17]([C:20]([F:21])([F:22])[F:23])=[N:16]3)[CH:10]=[C:9]2[C:25]([OH:27])=[O:26])=[N:4][CH:5]=[CH:6][CH:7]=1. The catalyst class is: 8. (5) Reactant: Cl[C:2]1[C:7]([N+:8]([O-:10])=[O:9])=[CH:6][CH:5]=[CH:4][N:3]=1.[Cl:11][C:12]1[CH:13]=[C:14]([NH2:18])[CH:15]=[CH:16][CH:17]=1.C(=O)([O-])[O-].[K+].[K+]. Product: [Cl:11][C:12]1[CH:13]=[C:14]([NH:18][C:2]2[C:7]([N+:8]([O-:10])=[O:9])=[CH:6][CH:5]=[CH:4][N:3]=2)[CH:15]=[CH:16][CH:17]=1. The catalyst class is: 3. (6) Reactant: C([O-])(=O)CCCCCCCCCCCCCCCCC.[Zn+2:21].C([O-])(=O)CCCCCCCCCCCCCCCCC.[P:42](=[O:46])([OH:45])([OH:44])[OH:43].C([O:65][P:66](=[O:69])([OH:68])[OH:67])CCCCCCCCCCCCCCCCC.C(OP(=O)(O)OCCCCCCCCCCCCCCCCCC)CCCCCCCCCCCCCCCCC.[Zn].O=P12OP3(OP(OP(O3)(O1)=O)(=O)O2)=O. Product: [P:42]([O-:46])([O-:45])([O-:44])=[O:43].[Zn+2:21].[P:66]([O-:69])([O-:68])([O-:67])=[O:65].[Zn+2:21].[Zn+2:21]. The catalyst class is: 292. (7) The catalyst class is: 4. Product: [F:1][C@H:2]1[CH2:6][N:5]([S:42]([C:39]2[CH:40]=[CH:41][C:36]([F:35])=[CH:37][CH:38]=2)(=[O:44])=[O:43])[C@H:4]([C:7]([NH:9][CH2:10][C:11]2[CH:16]=[C:15]([C:17]3[CH:22]=[N:21][C:20]([C:23]([F:26])([F:25])[F:24])=[N:19][CH:18]=3)[N:14]=[C:13]([CH3:27])[CH:12]=2)=[O:8])[CH2:3]1. Reactant: [F:1][C@H:2]1[CH2:6][NH:5][C@H:4]([C:7]([NH:9][CH2:10][C:11]2[CH:16]=[C:15]([C:17]3[CH:18]=[N:19][C:20]([C:23]([F:26])([F:25])[F:24])=[N:21][CH:22]=3)[N:14]=[C:13]([CH3:27])[CH:12]=2)=[O:8])[CH2:3]1.C(N(CC)CC)C.[F:35][C:36]1[CH:41]=[CH:40][C:39]([S:42](Cl)(=[O:44])=[O:43])=[CH:38][CH:37]=1. (8) Reactant: C(OC(=O)[N:7]([C:12]1[C:16]2[CH:17]=[C:18]([CH2:21][O:22][C:23]3[CH:28]=[CH:27][C:26]([C:29]4[CH:34]=[C:33]([F:35])[C:32]([F:36])=[CH:31][C:30]=4[O:37][CH3:38])=[CH:25][CH:24]=3)[CH:19]=[CH:20][C:15]=2[O:14][N:13]=1)[CH2:8][CH2:9][O:10][CH3:11])(C)(C)C.ClCCl.FC(F)(F)C(O)=O. Product: [F:36][C:32]1[C:33]([F:35])=[CH:34][C:29]([C:26]2[CH:25]=[CH:24][C:23]([O:22][CH2:21][C:18]3[CH:19]=[CH:20][C:15]4[O:14][N:13]=[C:12]([NH:7][CH2:8][CH2:9][O:10][CH3:11])[C:16]=4[CH:17]=3)=[CH:28][CH:27]=2)=[C:30]([O:37][CH3:38])[CH:31]=1. The catalyst class is: 13.